From a dataset of Catalyst prediction with 721,799 reactions and 888 catalyst types from USPTO. Predict which catalyst facilitates the given reaction. (1) Product: [CH3:23][N:24]([CH3:28])[C:25]([N:9]1[CH2:10][CH:11]2[CH2:15][C:14](=[O:16])[CH2:13][CH:12]2[CH2:8]1)=[O:26]. Reactant: FC(F)(F)C(O)=O.[CH2:8]1[CH:12]2[CH2:13][C:14](=[O:16])[CH2:15][CH:11]2[CH2:10][NH:9]1.C(=O)([O-])[O-].[K+].[K+].[CH3:23][N:24]([CH3:28])[C:25](Cl)=[O:26]. The catalyst class is: 10. (2) Reactant: C[O:2][C:3](=[O:36])[CH2:4][C:5]1([CH2:11][N:12]2[C:21](=[O:22])[C:20]3[C:15](=[CH:16][CH:17]=[CH:18][CH:19]=3)[N:14]([CH2:23][C:24]3[C:32]4[C:27](=[CH:28][CH:29]=[CH:30][C:31]=4[CH3:33])[N:26]([CH3:34])[CH:25]=3)[C:13]2=[O:35])[CH2:10][CH2:9][CH2:8][CH2:7][CH2:6]1.Cl. Product: [CH3:34][N:26]1[C:27]2[C:32](=[C:31]([CH3:33])[CH:30]=[CH:29][CH:28]=2)[C:24]([CH2:23][N:14]2[C:15]3[C:20](=[CH:19][CH:18]=[CH:17][CH:16]=3)[C:21](=[O:22])[N:12]([CH2:11][C:5]3([CH2:4][C:3]([OH:36])=[O:2])[CH2:6][CH2:7][CH2:8][CH2:9][CH2:10]3)[C:13]2=[O:35])=[CH:25]1. The catalyst class is: 38. (3) Reactant: [NH:1]1[C:5]2[CH:6]=[CH:7][C:8]([NH2:10])=[CH:9][C:4]=2[N:3]=[CH:2]1.[N:11]([C:14]1[C:18]([CH3:19])=[CH:17][S:16][C:15]=1[C:20](OC)=[O:21])=[C:12]=[S:13]. Product: [NH:1]1[C:5]2[CH:6]=[CH:7][C:8]([N:10]3[C:20](=[O:21])[C:15]4[S:16][CH:17]=[C:18]([CH3:19])[C:14]=4[NH:11][C:12]3=[S:13])=[CH:9][C:4]=2[N:3]=[CH:2]1. The catalyst class is: 1.